Dataset: Reaction yield outcomes from USPTO patents with 853,638 reactions. Task: Predict the reaction yield, written as a fraction of the theoretical maximum amount of product (1.0 means a 100% yield; for example, 0.34 means a 34% yield). (1) The reactants are [CH3:1][O:2][CH2:3][CH2:4][O:5][CH2:6][CH2:7][N:8]1[C:20]2[CH:19]=[CH:18][C:17]([CH:21]=O)=[CH:16][C:15]=2[C:14]2[C:9]1=[CH:10][CH:11]=[CH:12][CH:13]=2.[I-:23].[CH3:24][N+:25]1[C:34]2[C:29](=[CH:30][CH:31]=[CH:32][CH:33]=2)[C:28]([CH3:35])=[CH:27][CH:26]=1.N1CCCCC1. The catalyst is C(O)C. The product is [I-:23].[CH3:1][O:2][CH2:3][CH2:4][O:5][CH2:6][CH2:7][N:8]1[C:20]2[CH:19]=[CH:18][C:17](/[CH:21]=[CH:35]/[C:28]3[C:29]4[C:34](=[CH:33][CH:32]=[CH:31][CH:30]=4)[N+:25]([CH3:24])=[CH:26][CH:27]=3)=[CH:16][C:15]=2[C:14]2[C:9]1=[CH:10][CH:11]=[CH:12][CH:13]=2. The yield is 0.560. (2) The reactants are [Br:1]Br.[Cl:3][C:4]1[CH:5]=[C:6]2[CH:12]=[CH:11][NH:10][C:7]2=[N:8][CH:9]=1.O. The catalyst is C(Cl)(Cl)Cl. The product is [Br:1][C:12]1[C:6]2[C:7](=[N:8][CH:9]=[C:4]([Cl:3])[CH:5]=2)[NH:10][CH:11]=1. The yield is 0.690. (3) The reactants are [CH3:1][C:2]([CH3:5])([O-:4])[CH3:3].[K+].[CH3:7][C:8]1[CH:16]=[CH:15][C:14]([C:17]([F:20])([F:19])[F:18])=[CH:13][C:9]=1[C:10](Cl)=[O:11].O. The catalyst is O1CCCC1. The product is [CH3:7][C:8]1[CH:16]=[CH:15][C:14]([C:17]([F:18])([F:19])[F:20])=[CH:13][C:9]=1[C:10]([O:4][C:2]([CH3:5])([CH3:3])[CH3:1])=[O:11]. The yield is 0.810.